Dataset: Reaction yield outcomes from USPTO patents with 853,638 reactions. Task: Predict the reaction yield, written as a fraction of the theoretical maximum amount of product (1.0 means a 100% yield; for example, 0.34 means a 34% yield). (1) The reactants are Cl.[CH3:2][O:3][C:4](=[O:9])[C@H:5]([CH2:7][OH:8])[NH2:6].Cl[C:11]([O:13][CH3:14])=[O:12].[OH-].[Na+]. The catalyst is O. The product is [OH:8][CH2:7][C@H:5]([NH:6][C:11]([O:13][CH3:14])=[O:12])[C:4]([O:3][CH3:2])=[O:9]. The yield is 0.920. (2) The reactants are [C:1]([O:5][C:6]([N:8]1[CH2:14][CH2:13][C:12]2[C:15]([CH2:20]Cl)=[C:16]([Cl:19])[CH:17]=[CH:18][C:11]=2[CH2:10][CH2:9]1)=[O:7])([CH3:4])([CH3:3])[CH3:2].[Br-:22].[Li+]. The catalyst is C1COCC1. The product is [Br:22][CH2:20][C:15]1[C:12]2[CH2:13][CH2:14][N:8]([C:6]([O:5][C:1]([CH3:4])([CH3:3])[CH3:2])=[O:7])[CH2:9][CH2:10][C:11]=2[CH:18]=[CH:17][C:16]=1[Cl:19]. The yield is 0.850. (3) The reactants are [NH2:1][S:2]([C:5]1[CH:13]=[CH:12][C:8]([C:9]([OH:11])=[O:10])=[CH:7][CH:6]=1)(=[O:4])=[O:3].S(Cl)(Cl)=O.[CH3:18]O. No catalyst specified. The product is [NH2:1][S:2]([C:5]1[CH:6]=[CH:7][C:8]([C:9]([O:11][CH3:18])=[O:10])=[CH:12][CH:13]=1)(=[O:3])=[O:4]. The yield is 0.750. (4) The reactants are [Br:1][C:2]1[CH:7]=[CH:6][C:5]([N+:8]([O-:10])=[O:9])=[C:4](F)[CH:3]=1.[NH2:12][CH2:13][CH:14]([CH3:19])[C:15]([O:17][CH3:18])=[O:16].C(=O)([O-])[O-].[K+].[K+]. The catalyst is O1CCCC1.O. The product is [Br:1][C:2]1[CH:7]=[CH:6][C:5]([N+:8]([O-:10])=[O:9])=[C:4]([NH:12][CH2:13][CH:14]([CH3:19])[C:15]([O:17][CH3:18])=[O:16])[CH:3]=1. The yield is 0.590.